Dataset: Forward reaction prediction with 1.9M reactions from USPTO patents (1976-2016). Task: Predict the product of the given reaction. Given the reactants [H][H].C(OC(C)C)(C)C.[F:10][C:11]1[CH:34]=[C:33]([F:35])[C:14]2[NH:15][C:16]([C:18]3[C:30]4[C:29]5[C:24](=[CH:25][CH:26]=[CH:27][CH:28]=5)[C:23](=[N:31]O)[C:22]=4[CH:21]=[CH:20][CH:19]=3)=[N:17][C:13]=2[CH:12]=1, predict the reaction product. The product is: [F:10][C:11]1[CH:34]=[C:33]([F:35])[C:14]2[NH:15][C:16]([C:18]3[C:30]4[C:29]5[C:24](=[CH:25][CH:26]=[CH:27][CH:28]=5)[CH:23]([NH2:31])[C:22]=4[CH:21]=[CH:20][CH:19]=3)=[N:17][C:13]=2[CH:12]=1.